Dataset: Full USPTO retrosynthesis dataset with 1.9M reactions from patents (1976-2016). Task: Predict the reactants needed to synthesize the given product. (1) The reactants are: [Cl:1][C:2]1[CH:26]=[CH:25][C:5]([CH2:6][N:7]2[C:15]3[C:10](=[CH:11][C:12]([CH:16]=[C:17]4[S:21][C:20](SC)=[N:19][C:18]4=[O:24])=[CH:13][CH:14]=3)[CH:9]=[N:8]2)=[C:4]([C:27]([F:30])([F:29])[F:28])[CH:3]=1.[N:31]1([CH2:37][CH2:38][OH:39])[CH2:36][CH2:35][NH:34][CH2:33][CH2:32]1. Given the product [Cl:1][C:2]1[CH:26]=[CH:25][C:5]([CH2:6][N:7]2[C:15]3[C:10](=[CH:11][C:12]([CH:16]=[C:17]4[S:21][C:20]([N:34]5[CH2:35][CH2:36][N:31]([CH2:37][CH2:38][OH:39])[CH2:32][CH2:33]5)=[N:19][C:18]4=[O:24])=[CH:13][CH:14]=3)[CH:9]=[N:8]2)=[C:4]([C:27]([F:28])([F:29])[F:30])[CH:3]=1, predict the reactants needed to synthesize it. (2) Given the product [CH3:1][C:2]1[CH:7]=[CH:6][C:5]([O:8][CH2:9][C:10]2[C:11]([CH3:22])=[C:12]([C:16]3[CH:21]=[CH:20][CH:19]=[CH:18][CH:17]=3)[CH:13]=[CH:14][CH:15]=2)=[CH:4][N+:3]=1[O-:24], predict the reactants needed to synthesize it. The reactants are: [CH3:1][C:2]1[CH:7]=[CH:6][C:5]([O:8][CH2:9][C:10]2[C:11]([CH3:22])=[C:12]([C:16]3[CH:21]=[CH:20][CH:19]=[CH:18][CH:17]=3)[CH:13]=[CH:14][CH:15]=2)=[CH:4][N:3]=1.C(=O)(O)[O-:24].[Na+].ClC1C=CC=C(C(OO)=O)C=1.C(OCC)(=O)C. (3) Given the product [C:3]([C:5]1[CH:6]=[C:7]([CH:21]=[CH:22][CH:23]=1)[C:8]([NH:10][C:11]1[CH:16]=[CH:15][C:14]([C:26]([F:31])([C:27]([F:30])([F:29])[F:28])[C:25]([F:34])([F:33])[F:24])=[CH:13][C:12]=1[C:17]([F:19])([F:18])[F:20])=[O:9])#[N:4], predict the reactants needed to synthesize it. The reactants are: [OH-].[Na+].[C:3]([C:5]1[CH:6]=[C:7]([CH:21]=[CH:22][CH:23]=1)[C:8]([NH:10][C:11]1[CH:16]=[CH:15][CH:14]=[CH:13][C:12]=1[C:17]([F:20])([F:19])[F:18])=[O:9])#[N:4].[F:24][C:25]([F:34])([F:33])[C:26](I)([F:31])[C:27]([F:30])([F:29])[F:28]. (4) Given the product [CH3:23][S:20]([C:16]1[CH:15]=[C:14]([N:9]2[CH:10]=[CH:11][C:12](=[O:13])[C:7]([C:5]3[N:25]([C:27]4[CH:35]=[CH:34][C:30]([C:31]([OH:33])=[O:32])=[CH:29][CH:28]=4)[N:2]=[CH:3][CH:4]=3)=[N:8]2)[CH:19]=[CH:18][CH:17]=1)(=[O:22])=[O:21], predict the reactants needed to synthesize it. The reactants are: C[N:2](C)/[CH:3]=[CH:4]/[C:5]([C:7]1[C:12](=[O:13])[CH:11]=[CH:10][N:9]([C:14]2[CH:19]=[CH:18][CH:17]=[C:16]([S:20]([CH3:23])(=[O:22])=[O:21])[CH:15]=2)[N:8]=1)=O.[NH:25]([C:27]1[CH:35]=[CH:34][C:30]([C:31]([OH:33])=[O:32])=[CH:29][CH:28]=1)N. (5) Given the product [Br:1][C:2]1[C:3]([N:22]2[CH2:27][CH2:26][CH2:25][C@@H:24]([NH:28][C:29](=[O:35])[O:30][C:31]([CH3:33])([CH3:32])[CH3:34])[CH2:23]2)=[C:4]2[C:10]([NH:11][C:12](=[O:20])[C:13]3[CH:18]=[CH:17][CH:16]=[C:15]([CH3:19])[CH:14]=3)=[CH:9][NH:8][C:5]2=[N:6][CH:7]=1, predict the reactants needed to synthesize it. The reactants are: [Br:1][C:2]1[C:3](F)=[C:4]2[C:10]([NH:11][C:12](=[O:20])[C:13]3[CH:18]=[CH:17][CH:16]=[C:15]([CH3:19])[CH:14]=3)=[CH:9][NH:8][C:5]2=[N:6][CH:7]=1.[NH:22]1[CH2:27][CH2:26][CH2:25][C@@H:24]([NH:28][C:29](=[O:35])[O:30][C:31]([CH3:34])([CH3:33])[CH3:32])[CH2:23]1. (6) Given the product [C:11]([OH:13])(=[O:12])[C:10]([CH3:15])=[CH2:14].[C:11]([O:5][C:3]([CH3:6])([CH3:4])[C:2]([Cl:8])([Cl:7])[Cl:1])(=[O:12])[C:10]([CH3:15])=[CH2:14].[Cl:9][C:10]([CH3:15])([CH3:14])[C:11]([O:5][C:3]([CH3:6])([CH3:4])[C:2]([Cl:8])([Cl:7])[Cl:1])=[O:12], predict the reactants needed to synthesize it. The reactants are: [Cl:1][C:2]([Cl:8])([Cl:7])[C:3]([CH3:6])([OH:5])[CH3:4].[Cl:9][C:10]([CH3:15])([CH3:14])[C:11]([OH:13])=[O:12]. (7) Given the product [NH2:34][C:10]1[N:11]=[C:12]([N:14]2[CH:23]([CH3:24])[CH2:22][C:21]3[C:16](=[CH:17][C:18]([C:36]4[CH:40]=[CH:39][N:38]([CH2:41][CH2:42][OH:43])[N:37]=4)=[CH:19][CH:20]=3)[CH2:15]2)[CH:13]=[C:8]([N:5]2[CH2:6][CH2:7][N:2]([CH3:1])[CH2:3][CH2:4]2)[N:9]=1, predict the reactants needed to synthesize it. The reactants are: [CH3:1][N:2]1[CH2:7][CH2:6][N:5]([C:8]2[CH:13]=[C:12]([N:14]3[CH:23]([CH3:24])[CH2:22][C:21]4[C:16](=[CH:17][C:18](B5OC(C)(C)C(C)(C)O5)=[CH:19][CH:20]=4)[CH2:15]3)[N:11]=[C:10]([NH2:34])[N:9]=2)[CH2:4][CH2:3]1.Br[C:36]1[CH:40]=[CH:39][N:38]([CH2:41][CH2:42][OH:43])[N:37]=1. (8) Given the product [C:1]1([C@H:7]2[C@H:12]([CH2:13][OH:14])[CH2:11][CH2:10][N:9]([C:24](=[O:25])[C:23]([F:34])([F:33])[F:22])[CH2:8]2)[CH:2]=[CH:3][CH:4]=[CH:5][CH:6]=1, predict the reactants needed to synthesize it. The reactants are: [C:1]1([C@H:7]2[C@H:12]([CH2:13][OH:14])[CH2:11][CH2:10][NH:9][CH2:8]2)[CH:6]=[CH:5][CH:4]=[CH:3][CH:2]=1.C(N(CC)CC)C.[F:22][C:23]([F:34])([F:33])[C:24](O[C:24](=[O:25])[C:23]([F:34])([F:33])[F:22])=[O:25].C(=O)([O-])O.[Na+]. (9) Given the product [NH2:1][C:2]1[C:3]([C:18]([NH2:19])=[O:20])=[N:4][N:5]([C:10]2[CH:15]=[CH:14][C:13]([I:16])=[CH:12][C:11]=2[F:17])[CH:6]=1, predict the reactants needed to synthesize it. The reactants are: [NH2:1][C:2]1[C:3]([C:18](=[O:20])[NH2:19])=[N:4][N:5]([C:10]2[CH:15]=[CH:14][C:13]([I:16])=[CH:12][C:11]=2[F:17])[C:6]=1C(O)=O.P(=O)(O)(O)O.[OH-].[Na+].CO.C(Cl)Cl.